This data is from Forward reaction prediction with 1.9M reactions from USPTO patents (1976-2016). The task is: Predict the product of the given reaction. (1) The product is: [C:1]([O:5][C:6]([N:8]1[CH:16]2[CH:11]([CH2:12][N:13]([CH2:17][C:18]3[CH:23]=[CH:22][CH:21]=[CH:20][CH:19]=3)[CH2:14][CH2:15]2)[CH2:10][CH2:9]1)=[O:7])([CH3:4])([CH3:2])[CH3:3]. Given the reactants [C:1]([O:5][C:6]([N:8]1[C:16]2[CH:15]=[CH:14][N:13]=[CH:12][C:11]=2[CH2:10][CH2:9]1)=[O:7])([CH3:4])([CH3:3])[CH3:2].[CH2:17](Br)[C:18]1[CH:23]=[CH:22][CH:21]=[CH:20][CH:19]=1.[BH4-].[Na+], predict the reaction product. (2) Given the reactants Br[C:2]1[C:3]([CH3:16])=[CH:4][C:5]([O:8][CH2:9][CH2:10][CH2:11][S:12]([CH3:15])(=[O:14])=[O:13])=[N:6][CH:7]=1.B([C:20]1[CH:21]=[CH:22][C:23]([F:29])=[C:24]([CH:28]=1)[C:25]([OH:27])=[O:26])(O)O.C([O-])([O-])=O.[Cs+].[Cs+].O1CCOCC1, predict the reaction product. The product is: [F:29][C:23]1[CH:22]=[CH:21][C:20]([C:2]2[CH:7]=[N:6][C:5]([O:8][CH2:9][CH2:10][CH2:11][S:12]([CH3:15])(=[O:14])=[O:13])=[CH:4][C:3]=2[CH3:16])=[CH:28][C:24]=1[C:25]([OH:27])=[O:26]. (3) Given the reactants [CH3:1][N:2]1[CH:6]=[CH:5][N:4]=[C:3]1[CH:7]1[CH2:12][CH2:11][N:10](C(OC(C)(C)C)=O)[CH2:9][CH2:8]1.[ClH:20], predict the reaction product. The product is: [ClH:20].[ClH:20].[CH3:1][N:2]1[CH:6]=[CH:5][N:4]=[C:3]1[CH:7]1[CH2:12][CH2:11][NH:10][CH2:9][CH2:8]1. (4) Given the reactants [NH:1]1[CH2:5][CH2:4][CH:3]([NH:6][C:7](=[O:13])[O:8][C:9]([CH3:12])([CH3:11])[CH3:10])[CH2:2]1.[Cl:14][C:15]1[CH:20]=[CH:19][C:18](I)=[CH:17][N:16]=1, predict the reaction product. The product is: [Cl:14][C:15]1[N:16]=[CH:17][C:18]([N:1]2[CH2:5][CH2:4][CH:3]([NH:6][C:7](=[O:13])[O:8][C:9]([CH3:10])([CH3:12])[CH3:11])[CH2:2]2)=[CH:19][CH:20]=1. (5) Given the reactants [NH2:1][C@H:2]([C@H:7]([CH2:9][C:10](=[O:12])[OH:11])[OH:8])[CH2:3][CH:4]([CH3:6])[CH3:5].C(N(CC)CC)C.[CH3:20][C:21]([O:24][C:25](O[C:25]([O:24][C:21]([CH3:23])([CH3:22])[CH3:20])=[O:26])=[O:26])([CH3:23])[CH3:22], predict the reaction product. The product is: [C:25]([NH:1][C@H:2]([C@H:7]([CH2:9][C:10](=[O:11])[OH:12])[OH:8])[CH2:3][CH:4]([CH3:6])[CH3:5])([O:24][C:21]([CH3:23])([CH3:22])[CH3:20])=[O:26]. (6) The product is: [C:13]([NH:16][C:17]1[CH:26]=[CH:25][C:20]([CH2:21][N:22]([O:23][CH3:24])[C:8](=[O:9])[CH:7]=[C:5]2[C:4](=[O:11])[O:3][C:2]([CH3:12])([CH3:1])[O:6]2)=[CH:19][CH:18]=1)(=[O:15])[CH3:14]. Given the reactants [CH3:1][C:2]1([CH3:12])[O:6][C:5](=[CH:7][C:8](Cl)=[O:9])[C:4](=[O:11])[O:3]1.[C:13]([NH:16][C:17]1[CH:26]=[CH:25][C:20]([CH2:21][NH:22][O:23][CH3:24])=[CH:19][CH:18]=1)(=[O:15])[CH3:14], predict the reaction product. (7) Given the reactants [CH3:1][C:2]([O:5][C:6]([NH:8][C@H:9]([C:12]([O:14][CH3:15])=[O:13])[CH2:10]O)=[O:7])([CH3:4])[CH3:3].[C:16]1(P(C2C=CC=CC=2)C2C=CC=CC=2)[CH:21]=CC=C[CH:17]=1.N1C=CC=CC=1.II, predict the reaction product. The product is: [C:2]([O:5][C:6]([NH:8][C@@H:9]([CH2:10][CH2:21][CH:16]=[CH2:17])[C:12]([O:14][CH3:15])=[O:13])=[O:7])([CH3:4])([CH3:3])[CH3:1].